Dataset: Peptide-MHC class II binding affinity with 134,281 pairs from IEDB. Task: Regression. Given a peptide amino acid sequence and an MHC pseudo amino acid sequence, predict their binding affinity value. This is MHC class II binding data. The peptide sequence is VMGDTAWDFSSAGGF. The MHC is DRB1_0701 with pseudo-sequence DRB1_0701. The binding affinity (normalized) is 0.601.